From a dataset of Forward reaction prediction with 1.9M reactions from USPTO patents (1976-2016). Predict the product of the given reaction. Given the reactants [C:1]([O:6][CH2:7][CH2:8][CH2:9][CH3:10])(=[O:5])[C:2](C)=[CH2:3].Cl.Cl.N(C(C)(C)C(N)=N)=NC(C)(C)C(N)=N.[C:27]([O:32][CH3:33])(=[O:31])[C:28]([CH3:30])=[CH2:29].C(OCCCC)(=O)C=C.C(O)(=O)C=C.C(S)CCCCCCCCCCC, predict the reaction product. The product is: [C:1]([O:6][CH2:7][CH2:8][CH2:9][CH3:10])(=[O:5])[CH:2]=[CH2:3].[C:27]([O:32][CH3:33])(=[O:31])[C:28]([CH3:30])=[CH2:29].